The task is: Regression. Given two drug SMILES strings and cell line genomic features, predict the synergy score measuring deviation from expected non-interaction effect.. This data is from NCI-60 drug combinations with 297,098 pairs across 59 cell lines. Drug 1: C1C(C(OC1N2C=NC3=C(N=C(N=C32)Cl)N)CO)O. Drug 2: C1=NC2=C(N=C(N=C2N1C3C(C(C(O3)CO)O)O)F)N. Cell line: IGROV1. Synergy scores: CSS=4.56, Synergy_ZIP=-3.64, Synergy_Bliss=2.70, Synergy_Loewe=-10.1, Synergy_HSA=-0.842.